From a dataset of Forward reaction prediction with 1.9M reactions from USPTO patents (1976-2016). Predict the product of the given reaction. (1) Given the reactants I[C:2]1[CH:3]=[C:4]([CH2:8][C:9]([O:11][CH2:12][CH3:13])=[O:10])[CH:5]=[CH:6][CH:7]=1.[Cl:14][C:15]1[CH:20]=[C:19]([C:21]([F:24])([F:23])[F:22])[CH:18]=[CH:17][C:16]=1B(O)O.C(=O)([O-])[O-].[Na+].[Na+].O1CCOCC1, predict the reaction product. The product is: [Cl:14][C:15]1[CH:20]=[C:19]([C:21]([F:22])([F:23])[F:24])[CH:18]=[CH:17][C:16]=1[C:2]1[CH:7]=[CH:6][CH:5]=[C:4]([CH2:8][C:9]([O:11][CH2:12][CH3:13])=[O:10])[CH:3]=1. (2) The product is: [C:9]1(=[C:6]([C:2]2[S:1][CH:5]=[CH:4][CH:3]=2)[C:7]#[N:8])[CH2:14][CH2:13][CH2:12][CH2:11][CH2:10]1. Given the reactants [S:1]1[CH:5]=[CH:4][CH:3]=[C:2]1[CH2:6][C:7]#[N:8].[C:9]1(=O)[CH2:14][CH2:13][CH2:12][CH2:11][CH2:10]1, predict the reaction product. (3) Given the reactants [F:1][C:2]1[CH:7]=[CH:6][C:5]([C:8]2[C:17]([N:18]3[CH2:22][CH2:21][CH2:20][C@@H:19]3[CH3:23])=[N:16][C:15]3[C:10](=[CH:11][CH:12]=[C:13]([C:24]([O:26]CCCC)=[O:25])[CH:14]=3)[N:9]=2)=[CH:4][CH:3]=1.CO.[OH-].[Na+], predict the reaction product. The product is: [F:1][C:2]1[CH:7]=[CH:6][C:5]([C:8]2[C:17]([N:18]3[CH2:22][CH2:21][CH2:20][C@@H:19]3[CH3:23])=[N:16][C:15]3[C:10](=[CH:11][CH:12]=[C:13]([C:24]([OH:26])=[O:25])[CH:14]=3)[N:9]=2)=[CH:4][CH:3]=1.